This data is from Catalyst prediction with 721,799 reactions and 888 catalyst types from USPTO. The task is: Predict which catalyst facilitates the given reaction. (1) Reactant: [C:1]1([C:7]2[N:12]3[N:13]=[C:14]([OH:16])[CH:15]=[C:11]3[CH2:10][CH2:9][CH:8]=2)[CH:6]=[CH:5][CH:4]=[CH:3][CH:2]=1.C[Si]([N-][Si](C)(C)C)(C)C.[Na+].[F:27][C:28]([F:43])([S:39](F)(=[O:41])=[O:40])[C:29]([F:38])([F:37])[C:30]([F:36])([F:35])[C:31]([F:34])([F:33])[F:32]. Product: [F:43][C:28]([F:27])([S:39]([O:16][C:14]1[CH:15]=[C:11]2[CH2:10][CH2:9][CH:8]=[C:7]([C:1]3[CH:2]=[CH:3][CH:4]=[CH:5][CH:6]=3)[N:12]2[N:13]=1)(=[O:41])=[O:40])[C:29]([F:37])([F:38])[C:30]([F:36])([F:35])[C:31]([F:34])([F:33])[F:32]. The catalyst class is: 49. (2) Reactant: C[O:2][C:3]1[CH:21]=[CH:20][CH:19]=[C:18]([CH3:22])[C:4]=1[CH2:5][NH:6][C:7]1[C:8]2[N:9]([C:13]([CH3:17])=[C:14]([CH3:16])[N:15]=2)[CH:10]=[CH:11][CH:12]=1.B(Br)(Br)Br.O. Product: [OH:2][C:3]1[CH:21]=[CH:20][CH:19]=[C:18]([CH3:22])[C:4]=1[CH2:5][NH:6][C:7]1[C:8]2[N:9]([C:13]([CH3:17])=[C:14]([CH3:16])[N:15]=2)[CH:10]=[CH:11][CH:12]=1. The catalyst class is: 2. (3) Reactant: [C:1]([NH:4][C:5]1[S:6][CH:7]=[C:8]([CH3:10])[N:9]=1)(=[O:3])[CH3:2].C(=O)([O-])[O-].[Cs+].[Cs+].Br[C:18]1[CH:23]=[CH:22][N:21]=[C:20]([C:24]2([CH3:27])[CH2:26][CH2:25]2)[CH:19]=1. Product: [CH3:10][C:8]1[N:9]=[C:5]([NH:4][C:1](=[O:3])[CH3:2])[S:6][C:7]=1[C:18]1[CH:23]=[CH:22][N:21]=[C:20]([C:24]2([CH3:27])[CH2:26][CH2:25]2)[CH:19]=1. The catalyst class is: 274. (4) Reactant: [CH2:1]([N:3]1[C:14]2[C:15]3[C:7](=[CH:8][NH:9][C:10]=3[CH:11]=[C:12]([C:16]([O:18][CH3:19])=[O:17])[CH:13]=2)[CH:6]=[CH:5][S:4]1(=[O:21])=[O:20])[CH3:2].[H-].[Na+].I[CH2:25][CH3:26]. Product: [CH2:1]([N:3]1[C:14]2[C:15]3[C:7](=[CH:8][N:9]([CH2:25][CH3:26])[C:10]=3[CH:11]=[C:12]([C:16]([O:18][CH3:19])=[O:17])[CH:13]=2)[CH:6]=[CH:5][S:4]1(=[O:21])=[O:20])[CH3:2]. The catalyst class is: 9.